Dataset: Full USPTO retrosynthesis dataset with 1.9M reactions from patents (1976-2016). Task: Predict the reactants needed to synthesize the given product. (1) Given the product [F:1][C:2]1[CH:7]=[C:6]([N:8]2[C:16]3[CH:15]=[CH:14][CH:13]=[C:12]([OH:17])[C:11]=3[C:10]([CH3:25])=[CH:9]2)[CH:5]=[CH:4][C:3]=1[OH:26], predict the reactants needed to synthesize it. The reactants are: [F:1][C:2]1[CH:7]=[C:6]([N:8]2[C:16]3[C:11](=[C:12]([O:17]CC4C=CC=CC=4)[CH:13]=[CH:14][CH:15]=3)[C:10]([CH3:25])=[CH:9]2)[CH:5]=[CH:4][C:3]=1[OH:26]. (2) Given the product [N:32]1[CH:33]=[CH:34][CH:35]=[CH:36][C:31]=1[CH2:30][O:29][C:26]1[CH:25]=[CH:24][C:23]([C:16]2([C:13]3[CH:12]=[CH:11][C:10]([N:9]4[CH:3]=[N:5][NH:6][C:7]4=[O:8])=[CH:15][CH:14]=3)[CH2:21][CH:20]3[CH2:22][CH:17]2[CH2:18][CH2:19]3)=[CH:28][CH:27]=1, predict the reactants needed to synthesize it. The reactants are: [OH-].[Na+].[CH:3]([NH:5][NH:6][C:7]([NH:9][C:10]1[CH:15]=[CH:14][C:13]([C:16]2([C:23]3[CH:28]=[CH:27][C:26]([O:29][CH2:30][C:31]4[CH:36]=[CH:35][CH:34]=[CH:33][N:32]=4)=[CH:25][CH:24]=3)[CH2:21][CH:20]3[CH2:22][CH:17]2[CH2:18][CH2:19]3)=[CH:12][CH:11]=1)=[O:8])=O. (3) The reactants are: Br[C:2]1[CH:3]=[C:4]2[C:30](=[CH:31][CH:32]=1)[O:29][C:7]1([CH2:12][CH2:11][N:10]([C:13]([C:15]3[CH:24]=[C:23]([O:25][CH3:26])[C:22]4[C:17](=[C:18]([O:27][CH3:28])[CH:19]=[CH:20][CH:21]=4)[N:16]=3)=[O:14])[CH2:9][CH2:8]1)[CH2:6][C:5]2=[O:33].[C:34]([O:38][C:39]([N:41]1[CH2:46][CH2:45][NH:44][CH2:43][CH2:42]1)=[O:40])([CH3:37])([CH3:36])[CH3:35].C(P(C(C)(C)C)C1C=CC=CC=1C1C=CC=CC=1)(C)(C)C.C(=O)([O-])[O-].[Cs+].[Cs+]. Given the product [C:34]([O:38][C:39]([N:41]1[CH2:46][CH2:45][N:44]([C:2]2[CH:3]=[C:4]3[C:30](=[CH:31][CH:32]=2)[O:29][C:7]2([CH2:12][CH2:11][N:10]([C:13]([C:15]4[CH:24]=[C:23]([O:25][CH3:26])[C:22]5[C:17](=[C:18]([O:27][CH3:28])[CH:19]=[CH:20][CH:21]=5)[N:16]=4)=[O:14])[CH2:9][CH2:8]2)[CH2:6][C:5]3=[O:33])[CH2:43][CH2:42]1)=[O:40])([CH3:37])([CH3:35])[CH3:36], predict the reactants needed to synthesize it. (4) Given the product [F:1][C:2]1[CH:3]=[C:4]([N+:9]([O-:11])=[O:10])[CH:5]=[CH:6][C:7]=1[NH:15][CH:12]([CH3:14])[CH3:13], predict the reactants needed to synthesize it. The reactants are: [F:1][C:2]1[CH:3]=[C:4]([N+:9]([O-:11])=[O:10])[CH:5]=[CH:6][C:7]=1F.[CH:12]([NH2:15])([CH3:14])[CH3:13]. (5) Given the product [CH3:14][C:15]1[N:19]([CH2:8][C:9]([O:11][CH2:12][CH3:13])=[O:10])[C:18]2[S:20][CH:21]=[CH:22][C:17]=2[C:16]=1[CH2:23][C:24]1[CH:29]=[CH:28][CH:27]=[CH:26][C:25]=1[S:30]([N:33]1[CH2:38][CH2:37][O:36][CH2:35][CH2:34]1)(=[O:32])=[O:31], predict the reactants needed to synthesize it. The reactants are: C(=O)([O-])[O-].[K+].[K+].Br[CH2:8][C:9]([O:11][CH2:12][CH3:13])=[O:10].[CH3:14][C:15]1[NH:19][C:18]2[S:20][CH:21]=[CH:22][C:17]=2[C:16]=1[CH2:23][C:24]1[CH:29]=[CH:28][CH:27]=[CH:26][C:25]=1[S:30]([N:33]1[CH2:38][CH2:37][O:36][CH2:35][CH2:34]1)(=[O:32])=[O:31]. (6) Given the product [ClH:21].[N+:2]1([O-:1])[C:3]([OH:4])=[N:5][CH:9]=[CH:10][CH:11]=1, predict the reactants needed to synthesize it. The reactants are: [OH:1][NH:2][C:3]([NH2:5])=[O:4].C(O[CH:9](OCC)[CH2:10][CH:11](OCC)OCC)C.[ClH:21]. (7) Given the product [F:1][C:2]1[CH:7]=[C:6]([I:8])[CH:5]=[CH:4][C:3]=1[NH:9][C:10]1[CH:19]=[N:18][CH:17]=[CH:16][C:11]=1[C:12]1[O:13][C:17]([NH:18][CH2:19][CH2:10][N:9]2[CH2:3][CH2:2][O:27][CH2:25][CH2:26]2)=[N:15][N:14]=1, predict the reactants needed to synthesize it. The reactants are: [F:1][C:2]1[CH:7]=[C:6]([I:8])[CH:5]=[CH:4][C:3]=1[NH:9][C:10]1[CH:19]=[N:18][CH:17]=[CH:16][C:11]=1[C:12]([NH:14][NH2:15])=[O:13].C(Cl)Cl.IC.[CH2:25]([OH:27])[CH3:26]. (8) Given the product [C:46]1([CH:39]([C:40]2[CH:41]=[CH:42][CH:43]=[CH:44][CH:45]=2)[CH2:38][NH:37][C:16]2[N:15]=[C:14]([N:11]3[CH2:12][CH2:13][C@@H:9]([NH:8][C:59]([NH:60][CH2:61][C:62]4[CH:67]=[CH:66][N:65]=[CH:64][CH:63]=4)=[O:58])[CH2:10]3)[N:22]=[C:21]3[C:17]=2[N:18]=[CH:19][N:20]3[C@H:23]2[C@H:27]([OH:28])[C@H:26]([OH:29])[C@@H:25]([C:30]3[O:34][N:33]=[C:32]([CH2:35][CH3:36])[CH:31]=3)[O:24]2)[CH:47]=[CH:48][CH:49]=[CH:50][CH:51]=1, predict the reactants needed to synthesize it. The reactants are: FC(F)(F)C(O)=O.[NH2:8][C@@H:9]1[CH2:13][CH2:12][N:11]([C:14]2[N:22]=[C:21]3[C:17]([N:18]=[CH:19][N:20]3[C@H:23]3[C@H:27]([OH:28])[C@H:26]([OH:29])[C@@H:25]([C:30]4[O:34][N:33]=[C:32]([CH2:35][CH3:36])[CH:31]=4)[O:24]3)=[C:16]([NH:37][CH2:38][CH:39]([C:46]3[CH:51]=[CH:50][CH:49]=[CH:48][CH:47]=3)[C:40]3[CH:45]=[CH:44][CH:43]=[CH:42][CH:41]=3)[N:15]=2)[CH2:10]1.C1([O:58][C:59](=O)[NH:60][CH2:61][C:62]2[CH:67]=[CH:66][N:65]=[CH:64][CH:63]=2)C=CC=CC=1. (9) Given the product [CH2:13]([N:20]1[CH2:25][CH2:24][C:23]([C:3]2[CH:8]=[CH:7][CH:6]=[CH:5][C:4]=2[C:9]([F:12])([F:11])[F:10])([OH:26])[CH2:22][CH2:21]1)[C:14]1[CH:15]=[CH:16][CH:17]=[CH:18][CH:19]=1, predict the reactants needed to synthesize it. The reactants are: [Mg].Br[C:3]1[CH:8]=[CH:7][CH:6]=[CH:5][C:4]=1[C:9]([F:12])([F:11])[F:10].[CH2:13]([N:20]1[CH2:25][CH2:24][C:23](=[O:26])[CH2:22][CH2:21]1)[C:14]1[CH:19]=[CH:18][CH:17]=[CH:16][CH:15]=1.[Cl-].[NH4+]. (10) Given the product [F:17][C:16]1[CH:15]=[C:14]([NH:18][C:19](=[O:24])[CH2:20][C:21](=[O:23])[NH:28][CH:32]([C:33]2[CH:4]=[CH:9][CH:8]=[CH:7][CH:6]=2)[CH3:34])[C:13]([F:25])=[CH:12][C:11]=1[O:10][C:8]1[CH:7]=[CH:6][N:5]=[C:4]([C:1]([NH2:2])=[O:3])[CH:9]=1, predict the reactants needed to synthesize it. The reactants are: [C:1]([C:4]1[CH:9]=[C:8]([O:10][C:11]2[C:16]([F:17])=[CH:15][C:14]([NH:18][C:19](=[O:24])[CH2:20][C:21]([OH:23])=O)=[C:13]([F:25])[CH:12]=2)[CH:7]=[CH:6][N:5]=1)(=[O:3])[NH2:2].CC[N:28]([CH:32]([CH3:34])[CH3:33])C(C)C.